This data is from Reaction yield outcomes from USPTO patents with 853,638 reactions. The task is: Predict the reaction yield, written as a fraction of the theoretical maximum amount of product (1.0 means a 100% yield; for example, 0.34 means a 34% yield). (1) The reactants are C(NCC)C.[CH2:6]([N:8]([CH2:11][CH3:12])[CH2:9][CH3:10])[CH3:7].[Br:13][C:14]1[CH:19]=[CH:18][C:17]([C:20](=[O:25])[CH2:21]CCCl)=[CH:16][CH:15]=1.O. The catalyst is C(#N)C. The product is [Br:13][C:14]1[CH:19]=[CH:18][C:17]([C:20](=[O:25])[CH2:21][CH2:7][CH2:6][N:8]([CH2:11][CH3:12])[CH2:9][CH3:10])=[CH:16][CH:15]=1. The yield is 0.440. (2) The reactants are [O:1]1[C:5]2[CH:6]=[CH:7][C:8]([C:10]3[C:11]4[C:25](=[O:26])[O:24][C:23](=[O:27])[C:12]=4[CH:13]=[C:14]4[C:22]=3[C:18]3[O:19][CH2:20][O:21][C:17]=3[CH:16]=[CH:15]4)=[CH:9][C:4]=2[O:3][CH2:2]1.[CH3:28][OH:29].[CH3:30][Si](C=[N+]=[N-])(C)C. The catalyst is C1COCC1. The product is [CH3:28][O:29][C:23]([C:12]1[CH:13]=[C:14]2[C:22](=[C:10]([C:8]3[CH:7]=[CH:6][C:5]4[O:1][CH2:2][O:3][C:4]=4[CH:9]=3)[C:11]=1[C:25]([O:24][CH3:30])=[O:26])[C:18]1[O:19][CH2:20][O:21][C:17]=1[CH:16]=[CH:15]2)=[O:27]. The yield is 0.550. (3) The reactants are [CH:1]([C:3]1[CH:8]=[CH:7][C:6]([C:9]2[C:17]3[C:12](=[CH:13][C:14]([NH:18][S:19]([CH3:22])(=[O:21])=[O:20])=[CH:15][CH:16]=3)[N:11]([CH:23]([CH3:25])[CH3:24])[CH:10]=2)=[CH:5][CH:4]=1)=O.Cl.[NH2:27][OH:28].C(O)C.O1CCCC1. The catalyst is C(OCC)(=O)C.N1C=CC=CC=1. The product is [OH:28][N:27]=[CH:1][C:3]1[CH:8]=[CH:7][C:6]([C:9]2[C:17]3[C:12](=[CH:13][C:14]([NH:18][S:19]([CH3:22])(=[O:21])=[O:20])=[CH:15][CH:16]=3)[N:11]([CH:23]([CH3:25])[CH3:24])[CH:10]=2)=[CH:5][CH:4]=1. The yield is 0.690. (4) The reactants are [CH3:1][C:2]1[CH:3]=[C:4]([CH:8]=[CH:9][C:10]=1[C:11]([N:13]1[CH2:17][CH:16]=[CH:15][CH2:14]1)=[O:12])[C:5]([OH:7])=O.CN(C(ON1N=NC2C=CC=CC1=2)=[N+](C)C)C.[B-](F)(F)(F)F.C(N(C(C)C)CC)(C)C.[Cl:49][C:50]1[CH:63]=[CH:62][C:53]2[NH:54][C:55]([C@@H:57]([NH2:61])[CH:58]([CH3:60])[CH3:59])=[N:56][C:52]=2[CH:51]=1.ClCl. The catalyst is O1CCCC1.ClCCl.CO. The product is [Cl:49][C:50]1[CH:63]=[CH:62][C:53]2[NH:54][C:55]([C@@H:57]([NH:61][C:5](=[O:7])[C:4]3[CH:8]=[CH:9][C:10]([C:11]([N:13]4[CH2:17][CH:16]=[CH:15][CH2:14]4)=[O:12])=[C:2]([CH3:1])[CH:3]=3)[CH:58]([CH3:60])[CH3:59])=[N:56][C:52]=2[CH:51]=1. The yield is 0.600. (5) The reactants are [C:1]([O:5][C:6]([N:8]1[CH2:13][CH2:12][NH:11][CH2:10][CH2:9]1)=[O:7])([CH3:4])([CH3:3])[CH3:2].[O:14]1[CH2:16][C@@H:15]1[CH2:17]OS(C1C=CC=C([N+]([O-])=O)C=1)(=O)=O. No catalyst specified. The product is [C:1]([O:5][C:6]([N:8]1[CH2:13][CH2:12][N:11]([CH2:17][C@H:15]2[CH2:16][O:14]2)[CH2:10][CH2:9]1)=[O:7])([CH3:4])([CH3:2])[CH3:3]. The yield is 0.700. (6) The reactants are [CH3:1][O:2][C:3]1[CH:20]=[CH:19][C:6]([C:7]([C:9]2[CH:10]=[C:11]([S:15](Cl)(=[O:17])=[O:16])[CH:12]=[CH:13][CH:14]=2)=[O:8])=[CH:5][CH:4]=1.[NH3:21]. The catalyst is ClCCl.CO. The product is [CH3:1][O:2][C:3]1[CH:20]=[CH:19][C:6]([C:7]([C:9]2[CH:10]=[C:11]([S:15]([NH2:21])(=[O:17])=[O:16])[CH:12]=[CH:13][CH:14]=2)=[O:8])=[CH:5][CH:4]=1. The yield is 0.500. (7) The reactants are C([O:4][C:5]1[CH:25]=[CH:24][C:8]([C:9]2[CH:10]([CH3:23])[O:11][C:12]3[C:17]([CH:18]=2)=[CH:16][CH:15]=[C:14]([O:19]C(=O)C)[CH:13]=3)=[CH:7][CH:6]=1)(=O)C.[OH-].[K+].C(O)(=O)C. The catalyst is CO.O. The product is [OH:4][C:5]1[CH:25]=[CH:24][C:8]([C:9]2[CH:10]([CH3:23])[O:11][C:12]3[C:17]([CH:18]=2)=[CH:16][CH:15]=[C:14]([OH:19])[CH:13]=3)=[CH:7][CH:6]=1. The yield is 0.680. (8) The reactants are [CH2:1]([C:5]([C:16]1[CH:21]=[CH:20][C:19]([N+:22]([O-:24])=[O:23])=[C:18]([C:25]([F:28])([F:27])[F:26])[CH:17]=1)(C(OCC)=O)[C:6]([O:8]CC)=[O:7])[CH:2]([CH3:4])[CH3:3].O.OS(O)(=O)=O. The catalyst is C(O)(=O)C. The product is [CH3:3][CH:2]([CH3:4])[CH2:1][CH:5]([C:16]1[CH:21]=[CH:20][C:19]([N+:22]([O-:24])=[O:23])=[C:18]([C:25]([F:26])([F:27])[F:28])[CH:17]=1)[C:6]([OH:8])=[O:7]. The yield is 0.760. (9) The reactants are [OH:1][CH:2]1[CH2:5][CH:4]([C:6]([N:8]([O:10][CH3:11])[CH3:9])=[O:7])[CH2:3]1.[C:12]([Si:16](Cl)([C:23]1[CH:28]=[CH:27][CH:26]=[CH:25][CH:24]=1)[C:17]1[CH:22]=[CH:21][CH:20]=[CH:19][CH:18]=1)([CH3:15])([CH3:14])[CH3:13].N1C=CN=C1. The catalyst is CN(C=O)C.ClCCl. The product is [Si:16]([O:1][CH:2]1[CH2:5][CH:4]([C:6]([N:8]([O:10][CH3:11])[CH3:9])=[O:7])[CH2:3]1)([C:12]([CH3:15])([CH3:14])[CH3:13])([C:23]1[CH:24]=[CH:25][CH:26]=[CH:27][CH:28]=1)[C:17]1[CH:22]=[CH:21][CH:20]=[CH:19][CH:18]=1. The yield is 0.500. (10) The reactants are [CH2:1]([O:3][C:4]1[CH:13]=[C:12]2[C:7]([CH:8]=[CH:9][CH:10]=[C:11]2[NH:14]C(=O)OC(C)(C)C)=[CH:6][CH:5]=1)[CH3:2].Cl.C(OC(C)C)(C)C. The catalyst is O1CCOCC1. The product is [CH2:1]([O:3][C:4]1[CH:13]=[C:12]2[C:7]([CH:8]=[CH:9][CH:10]=[C:11]2[NH2:14])=[CH:6][CH:5]=1)[CH3:2]. The yield is 0.863.